From a dataset of Peptide-MHC class I binding affinity with 185,985 pairs from IEDB/IMGT. Regression. Given a peptide amino acid sequence and an MHC pseudo amino acid sequence, predict their binding affinity value. This is MHC class I binding data. (1) The peptide sequence is RLATVGYPK. The MHC is HLA-B14:02 with pseudo-sequence HLA-B14:02. The binding affinity (normalized) is 0.213. (2) The peptide sequence is SVFHEHIFK. The MHC is HLA-B08:01 with pseudo-sequence HLA-B08:01. The binding affinity (normalized) is 0.0847. (3) The peptide sequence is KEPQKPLVL. The MHC is HLA-B44:03 with pseudo-sequence HLA-B44:03. The binding affinity (normalized) is 0.0686. (4) The peptide sequence is SVQLSNNKY. The MHC is HLA-A31:01 with pseudo-sequence HLA-A31:01. The binding affinity (normalized) is 0.0971. (5) The peptide sequence is ITTLLNETAK. The MHC is HLA-A11:01 with pseudo-sequence HLA-A11:01. The binding affinity (normalized) is 0.767. (6) The peptide sequence is NCYPYDVPDY. The MHC is HLA-A24:02 with pseudo-sequence HLA-A24:02. The binding affinity (normalized) is 0. (7) The peptide sequence is REILFHNTM. The MHC is HLA-B08:01 with pseudo-sequence HLA-B08:01. The binding affinity (normalized) is 0.337.